From a dataset of Reaction yield outcomes from USPTO patents with 853,638 reactions. Predict the reaction yield, written as a fraction of the theoretical maximum amount of product (1.0 means a 100% yield; for example, 0.34 means a 34% yield). The reactants are O=[C:2]1[C:11]2[CH2:10][CH2:9][CH2:8][CH2:7][C:6]=2[NH:5][C:4]2=[C:12]([C:15]#[N:16])[CH:13]=[N:14][N:3]12.N1C=CC=CC=1.O=P(Cl)(Cl)[Cl:25]. No catalyst specified. The product is [Cl:25][C:2]1[N:3]2[N:14]=[CH:13][C:12]([C:15]#[N:16])=[C:4]2[N:5]=[C:6]2[C:11]=1[CH2:10][CH2:9][CH2:8][CH2:7]2. The yield is 0.560.